Dataset: Full USPTO retrosynthesis dataset with 1.9M reactions from patents (1976-2016). Task: Predict the reactants needed to synthesize the given product. Given the product [CH:3]([Sn:15]([CH2:24][CH2:25][CH2:26][CH2:27][CH2:28][CH2:29][CH2:30][CH3:31])([CH2:16][CH2:17][CH2:18][CH2:19][CH2:20][CH2:21][CH2:22][CH3:23])[CH2:7][CH2:8][CH2:9][CH2:10][CH2:11][CH2:12][CH2:13][CH3:14])=[CH2:4], predict the reactants needed to synthesize it. The reactants are: N#N.[CH:3]([Mg]Br)=[CH2:4].[CH2:7]([Sn:15](Cl)([CH2:24][CH2:25][CH2:26][CH2:27][CH2:28][CH2:29][CH2:30][CH3:31])[CH2:16][CH2:17][CH2:18][CH2:19][CH2:20][CH2:21][CH2:22][CH3:23])[CH2:8][CH2:9][CH2:10][CH2:11][CH2:12][CH2:13][CH3:14].